Dataset: Catalyst prediction with 721,799 reactions and 888 catalyst types from USPTO. Task: Predict which catalyst facilitates the given reaction. (1) Reactant: Cl.[NH2:2][C:3]1[N:8]=[C:7]([N:9]2[C:17]3[C:12](=[CH:13][CH:14]=[C:15]([OH:18])[CH:16]=3)[C:11]3([CH2:21][N:20]([CH3:22])[CH2:19]3)[CH2:10]2)[C:6]([Cl:23])=[CH:5][N:4]=1.C(N(CC)CC)C.[F:31][C:32]([F:51])([F:50])[S:33](N(C1C=CC=CC=1)[S:33]([C:32]([F:51])([F:50])[F:31])(=[O:35])=[O:34])(=[O:35])=[O:34].CO.ClCCl. Product: [F:31][C:32]([F:51])([F:50])[S:33]([O:18][C:15]1[CH:16]=[C:17]2[C:12]([C:11]3([CH2:19][N:20]([CH3:22])[CH2:21]3)[CH2:10][N:9]2[C:7]2[C:6]([Cl:23])=[CH:5][N:4]=[C:3]([NH2:2])[N:8]=2)=[CH:13][CH:14]=1)(=[O:35])=[O:34]. The catalyst class is: 4. (2) Reactant: [CH:1]1([CH2:7][O:8][C:9]2[N:17]=[C:16]3[C:12]([N:13]=[C:14]([O:24][CH3:25])[N:15]3C3CCCCO3)=[C:11]([NH2:26])[N:10]=2)[CH2:6][CH2:5][CH2:4][CH2:3][CH2:2]1.[F:27][C:28]([F:33])([F:32])[C:29]([OH:31])=[O:30]. Product: [F:27][C:28]([F:33])([F:32])[C:29]([OH:31])=[O:30].[CH:1]1([CH2:7][O:8][C:9]2[N:17]=[C:16]3[C:12]([N:13]=[C:14]([O:24][CH3:25])[NH:15]3)=[C:11]([NH2:26])[N:10]=2)[CH2:2][CH2:3][CH2:4][CH2:5][CH2:6]1. The catalyst class is: 5. (3) Reactant: [F:1][C:2]1[CH:3]=[C:4]([CH:43]=[C:44]([F:57])[C:45]=1[O:46][Si](C(C)C)(C(C)C)C(C)C)[CH2:5][CH:6]([CH:16]=[CH:17][C:18]1[CH:23]=[C:22]([F:24])[CH:21]=[CH:20][C:19]=1[O:25][CH2:26][C:27]1[CH:32]=[CH:31][C:30]([C:33]2[CH:38]=[CH:37][C:36]([C:39]([F:42])([F:41])[F:40])=[CH:35][CH:34]=2)=[CH:29][CH:28]=1)[CH2:7][CH2:8][CH2:9][CH2:10][C:11]([O:13][CH2:14][CH3:15])=[O:12].[F-].C([N+](CCCC)(CCCC)CCCC)CCC. Product: [F:1][C:2]1[CH:3]=[C:4]([CH:43]=[C:44]([F:57])[C:45]=1[OH:46])[CH2:5][CH:6]([CH:16]=[CH:17][C:18]1[CH:23]=[C:22]([F:24])[CH:21]=[CH:20][C:19]=1[O:25][CH2:26][C:27]1[CH:32]=[CH:31][C:30]([C:33]2[CH:34]=[CH:35][C:36]([C:39]([F:41])([F:42])[F:40])=[CH:37][CH:38]=2)=[CH:29][CH:28]=1)[CH2:7][CH2:8][CH2:9][CH2:10][C:11]([O:13][CH2:14][CH3:15])=[O:12]. The catalyst class is: 1. (4) Reactant: [CH3:1][C:2]1[N:7]=[C:6]([C:8]([O:10]C)=O)[CH:5]=[CH:4][CH:3]=1.O.[NH2:13][NH2:14]. Product: [CH3:1][C:2]1[N:7]=[C:6]([C:8]([NH:13][NH2:14])=[O:10])[CH:5]=[CH:4][CH:3]=1. The catalyst class is: 14. (5) Reactant: [Br:1][C:2]1[CH:3]=[C:4]([CH2:14]OS(C)(=O)=O)[C:5]([CH2:8]OS(C)(=O)=O)=[N:6][CH:7]=1.CO.[NH3:22]. Product: [Br:1][C:2]1[CH:3]=[C:4]2[CH2:14][NH:22][CH2:8][C:5]2=[N:6][CH:7]=1. The catalyst class is: 5. (6) Reactant: [C:1]([O:5][C:6]([NH:8][C:9]([CH3:17])([CH3:16])[CH2:10]/[CH:11]=[CH:12]/[C:13]([OH:15])=O)=[O:7])([CH3:4])([CH3:3])[CH3:2].ON1C2N=CC=CC=2N=N1.Cl.CN(C)CCCN=C=NCC.[CH2:40]([O:47][CH2:48][C@@H:49]([NH:66][CH3:67])[C:50]([N:52]([CH3:65])[C@@H:53]([C:61](=[O:64])[NH:62][CH3:63])[CH2:54][C:55]1[CH:60]=[CH:59][CH:58]=[CH:57][CH:56]=1)=[O:51])[C:41]1[CH:46]=[CH:45][CH:44]=[CH:43][CH:42]=1.C(N(C(C)C)CC)(C)C. Product: [C:1]([O:5][C:6](=[O:7])[NH:8][C:9]([CH3:17])([CH3:16])[CH2:10]/[CH:11]=[CH:12]/[C:13](=[O:15])[N:66]([C@@H:49]([C:50](=[O:51])[N:52]([CH3:65])[C@@H:53]([C:61](=[O:64])[NH:62][CH3:63])[CH2:54][C:55]1[CH:60]=[CH:59][CH:58]=[CH:57][CH:56]=1)[CH2:48][O:47][CH2:40][C:41]1[CH:46]=[CH:45][CH:44]=[CH:43][CH:42]=1)[CH3:67])([CH3:2])([CH3:3])[CH3:4]. The catalyst class is: 2. (7) Reactant: [CH3:1][N:2]1[CH2:7][CH:6]2[CH2:8][CH2:9][C:3]1([CH:10]([C:12]1[CH:17]=[CH:16][CH:15]=[CH:14][CH:13]=1)[NH2:11])[CH2:4][CH2:5]2.[Cl:18][C:19]1[CH:27]=[C:26]([Cl:28])[CH:25]=[CH:24][C:20]=1[C:21](O)=[O:22].CN(C(ON1N=NC2C=CC=CC1=2)=[N+](C)C)C.[B-](F)(F)(F)F.C(NC(C)C)(C)C. Product: [Cl:18][C:19]1[CH:27]=[C:26]([Cl:28])[CH:25]=[CH:24][C:20]=1[C:21]([NH:11][CH:10]([C:3]12[CH2:9][CH2:8][CH:6]([CH2:5][CH2:4]1)[CH2:7][N:2]2[CH3:1])[C:12]1[CH:17]=[CH:16][CH:15]=[CH:14][CH:13]=1)=[O:22]. The catalyst class is: 9.